Regression. Given a peptide amino acid sequence and an MHC pseudo amino acid sequence, predict their binding affinity value. This is MHC class II binding data. From a dataset of Peptide-MHC class II binding affinity with 134,281 pairs from IEDB. The peptide sequence is SELYLYKVVKIEPLGVAP. The MHC is HLA-DQA10501-DQB10301 with pseudo-sequence HLA-DQA10501-DQB10301. The binding affinity (normalized) is 0.163.